Task: Regression/Classification. Given a drug SMILES string, predict its absorption, distribution, metabolism, or excretion properties. Task type varies by dataset: regression for continuous measurements (e.g., permeability, clearance, half-life) or binary classification for categorical outcomes (e.g., BBB penetration, CYP inhibition). Dataset: cyp2c9_veith.. Dataset: CYP2C9 inhibition data for predicting drug metabolism from PubChem BioAssay (1) The molecule is COC(=O)[C@@]1(Cc2ccccc2)[C@H]2c3cc(C(=O)N4CCCC4)n(C)c3C[C@H]2CN1C(=O)c1ccccc1. The result is 1 (inhibitor). (2) The molecule is FC(F)(F)c1nc(SCc2ccc(Cl)cc2)n[nH]1. The result is 0 (non-inhibitor). (3) The drug is COC(=O)c1ccc(CSc2nc3cc(Cl)ccc3s2)o1. The result is 1 (inhibitor).